Dataset: Catalyst prediction with 721,799 reactions and 888 catalyst types from USPTO. Task: Predict which catalyst facilitates the given reaction. (1) Reactant: C[O:2][C:3](=[O:36])[C:4]1[CH:9]=[CH:8][CH:7]=[C:6]([NH:10][C:11]2[N:16]3[N:17]=[CH:18][C:19]([CH2:20][CH2:21][CH2:22][CH2:23][C:24]([O:26]C)=[O:25])=[C:15]3[N:14]=[C:13]([NH:28][C:29]3[CH:34]=[CH:33][CH:32]=[C:31]([NH2:35])[CH:30]=3)[CH:12]=2)[CH:5]=1.[OH-].[Na+]. Product: [NH2:35][C:31]1[CH:30]=[C:29]([NH:28][C:13]2[CH:12]=[C:11]([NH:10][C:6]3[CH:5]=[C:4]([CH:9]=[CH:8][CH:7]=3)[C:3]([OH:36])=[O:2])[N:16]3[N:17]=[CH:18][C:19]([CH2:20][CH2:21][CH2:22][CH2:23][C:24]([OH:26])=[O:25])=[C:15]3[N:14]=2)[CH:34]=[CH:33][CH:32]=1. The catalyst class is: 5. (2) Reactant: [F:1][C:2]1[CH:3]=[C:4]([CH2:9][C@@H:10]([C:26]2[C:31]([C:32]3[CH:33]=[CH:34][C:35]([F:41])=[C:36]([CH:40]=3)[C:37]([NH2:39])=[O:38])=[CH:30][CH:29]=[CH:28][N:27]=2)[NH:11][C:12](=[O:25])[CH2:13][N:14]2[CH:18]=[C:17]([CH:19]=O)[C:16]([C:21]([F:24])([F:23])[F:22])=[N:15]2)[CH:5]=[C:6]([F:8])[CH:7]=1.[N+](=[C:44](P(=O)(OC)OC)C(=O)C)=[N-].C([O-])([O-])=O.[K+].[K+]. Product: [F:1][C:2]1[CH:3]=[C:4]([CH2:9][C@@H:10]([C:26]2[C:31]([C:32]3[CH:33]=[CH:34][C:35]([F:41])=[C:36]([CH:40]=3)[C:37]([NH2:39])=[O:38])=[CH:30][CH:29]=[CH:28][N:27]=2)[NH:11][C:12](=[O:25])[CH2:13][N:14]2[CH:18]=[C:17]([C:19]#[CH:44])[C:16]([C:21]([F:22])([F:23])[F:24])=[N:15]2)[CH:5]=[C:6]([F:8])[CH:7]=1. The catalyst class is: 5.